This data is from Full USPTO retrosynthesis dataset with 1.9M reactions from patents (1976-2016). The task is: Predict the reactants needed to synthesize the given product. (1) Given the product [N:5]1[CH:10]=[CH:9][CH:8]=[C:7]2[CH2:11][C:12](=[O:16])[CH2:13][CH2:14][CH2:15][C:6]=12, predict the reactants needed to synthesize it. The reactants are: CS(C)=O.[N:5]1[CH:10]=[CH:9][CH:8]=[C:7]2[CH2:11][CH:12]([OH:16])[CH2:13][CH2:14][CH2:15][C:6]=12.CCN(CC)CC.O. (2) Given the product [NH2:1][C:2]1[N:10]=[CH:9][N:8]=[C:7]2[C:3]=1[N:4]=[C:5]([S:15][C:16]1[CH:21]=[C:20]([O:22][CH3:23])[CH:19]=[CH:18][C:17]=1[I:24])[N:6]2[CH2:11][CH2:12][CH2:13][O:14][S:33]([CH3:32])(=[O:35])=[O:34], predict the reactants needed to synthesize it. The reactants are: [NH2:1][C:2]1[N:10]=[CH:9][N:8]=[C:7]2[C:3]=1[N:4]=[C:5]([S:15][C:16]1[CH:21]=[C:20]([O:22][CH3:23])[CH:19]=[CH:18][C:17]=1[I:24])[N:6]2[CH2:11][CH2:12][CH2:13][OH:14].C(N(CC)CC)C.[CH3:32][S:33](Cl)(=[O:35])=[O:34]. (3) Given the product [Cl:23][C:24]1[N:29]=[C:28]([C:30]([C:22]2[C:17]([F:16])=[N:18][CH:19]=[CH:20][N:21]=2)=[O:31])[CH:27]=[CH:26][CH:25]=1, predict the reactants needed to synthesize it. The reactants are: CC1(C)CCCC(C)(C)N1.[Li]CCCC.[F:16][C:17]1[CH:22]=[N:21][CH:20]=[CH:19][N:18]=1.[Cl:23][C:24]1[N:29]=[C:28]([C:30](OC)=[O:31])[CH:27]=[CH:26][CH:25]=1. (4) Given the product [I-:1].[CH3:2][O:3][C:4]1[CH:5]=[C:6]2[C:11](=[CH:12][C:13]=1[O:14][CH3:15])[N:10]([CH3:16])[C:9]([C:17]1[CH:18]=[CH:19][CH:20]=[CH:21][CH:22]=1)=[N:8][C:7]2=[CH:26][C:27]1[S:28][C:29]2[CH:36]=[CH:35][CH:34]=[CH:33][C:30]=2[N+:31]=1[CH3:32], predict the reactants needed to synthesize it. The reactants are: [I-:1].[CH3:2][O:3][C:4]1[CH:5]=[C:6]2[C:11](=[CH:12][C:13]=1[O:14][CH3:15])[N+:10]([CH3:16])=[C:9]([C:17]1[CH:22]=[CH:21][CH:20]=[CH:19][CH:18]=1)[N:8]=[C:7]2SC.[I-].[CH3:26][C:27]1[S:28][C:29]2[CH:36]=[CH:35][CH:34]=[CH:33][C:30]=2[N+:31]=1[CH3:32].C(N(CC)CC)C. (5) Given the product [CH3:3][C:4]([CH3:49])([CH2:45][CH2:46][CH:47]=[CH2:48])[CH2:5][O:6][C:7]([NH:9][C@H:10]([C:15]([N:17]1[CH2:30][C@H:29]([O:31][C:32]([C:34]2[N:35]([CH3:44])[C:36]3[C:41]([CH:42]=2)=[C:40]([CH:50]=[CH2:51])[CH:39]=[CH:38][CH:37]=3)=[O:33])[CH2:28][C@H:18]1[C:19]([O:21][CH2:22][CH2:23][Si:24]([CH3:27])([CH3:26])[CH3:25])=[O:20])=[O:16])[C:11]([CH3:14])([CH3:13])[CH3:12])=[O:8], predict the reactants needed to synthesize it. The reactants are: N#N.[CH3:3][C:4]([CH3:49])([CH2:45][CH2:46][CH:47]=[CH2:48])[CH2:5][O:6][C:7]([NH:9][C@H:10]([C:15]([N:17]1[CH2:30][C@H:29]([O:31][C:32]([C:34]2[N:35]([CH3:44])[C:36]3[C:41]([CH:42]=2)=[C:40](Br)[CH:39]=[CH:38][CH:37]=3)=[O:33])[CH2:28][C@H:18]1[C:19]([O:21][CH2:22][CH2:23][Si:24]([CH3:27])([CH3:26])[CH3:25])=[O:20])=[O:16])[C:11]([CH3:14])([CH3:13])[CH3:12])=[O:8].[CH2:50]([Sn](CCCC)(CCCC)C=C)[CH2:51]CC. (6) Given the product [CH2:2]([N:12]1[C:13]2[C@@:5]3([CH3:4])[C:22]([CH3:24])([CH3:23])[C@H:8]([CH2:7][CH2:6]3)[C:9]=2[C:10](=[O:21])[N:11]1[C:14]1[CH:19]=[CH:18][C:17]([CH3:20])=[CH:16][CH:15]=1)[CH3:3].[CH2:2]([O:21][C:10]1[N:11]([C:14]2[CH:19]=[CH:18][C:17]([CH3:20])=[CH:16][CH:15]=2)[N:12]=[C:13]2[C:9]=1[C@@H:8]1[C:22]([CH3:24])([CH3:23])[C@@:5]2([CH3:4])[CH2:6][CH2:7]1)[CH3:3], predict the reactants needed to synthesize it. The reactants are: I[CH2:2][CH3:3].[CH3:4][C@@:5]12[C:22]([CH3:24])([CH3:23])[C@@H:8]([C:9]3[C:10](=[O:21])[N:11]([C:14]4[CH:19]=[CH:18][C:17]([CH3:20])=[CH:16][CH:15]=4)[NH:12][C:13]=31)[CH2:7][CH2:6]2.C(=O)([O-])[O-].[K+].[K+]. (7) Given the product [CH2:9]([O:10][C:12]1[CH:21]=[CH:20][C:19]2[C:14](=[C:15]([C:22]3[NH:30][C:29]4[CH2:28][CH2:27][NH:26][C:25](=[O:31])[C:24]=4[CH:23]=3)[CH:16]=[CH:17][CH:18]=2)[N:13]=1)[C:3]1[CH:8]=[CH:7][CH:6]=[CH:5][CH:4]=1, predict the reactants needed to synthesize it. The reactants are: [H-].[Na+].[C:3]1([CH2:9][OH:10])[CH:8]=[CH:7][CH:6]=[CH:5][CH:4]=1.Cl[C:12]1[CH:21]=[CH:20][C:19]2[C:14](=[C:15]([C:22]3[NH:30][C:29]4[CH2:28][CH2:27][NH:26][C:25](=[O:31])[C:24]=4[CH:23]=3)[CH:16]=[CH:17][CH:18]=2)[N:13]=1.